Dataset: Full USPTO retrosynthesis dataset with 1.9M reactions from patents (1976-2016). Task: Predict the reactants needed to synthesize the given product. (1) Given the product [CH2:26]([O:28]/[N:29]=[C:22](/[C:19]1[CH:20]=[CH:21][C:16]2[N:17]([C:13]([CH2:12][C:3]3[CH:4]=[C:5]4[C:10](=[CH:11][C:2]=3[F:1])[N:9]=[CH:8][CH:7]=[CH:6]4)=[CH:14][N:15]=2)[N:18]=1)\[CH3:23])[CH3:27], predict the reactants needed to synthesize it. The reactants are: [F:1][C:2]1[CH:11]=[C:10]2[C:5]([CH:6]=[CH:7][CH:8]=[N:9]2)=[CH:4][C:3]=1[CH2:12][C:13]1[N:17]2[N:18]=[C:19]([C:22](=O)[CH3:23])[CH:20]=[CH:21][C:16]2=[N:15][CH:14]=1.Cl.[CH2:26]([O:28][NH2:29])[CH3:27].C(N(CC)CC)C. (2) Given the product [O:10]1[C:14]2[CH:15]=[CH:16][CH:17]=[CH:18][C:13]=2[CH:12]=[C:11]1[C:19]1[N:23]2[N:24]=[C:25]([O:7][CH2:6][C:2]3([NH2:1])[CH2:5][CH2:4][CH2:3]3)[CH:26]=[CH:27][C:22]2=[N:21][CH:20]=1, predict the reactants needed to synthesize it. The reactants are: [NH2:1][C:2]1([CH2:6][OH:7])[CH2:5][CH2:4][CH2:3]1.[H-].[Na+].[O:10]1[C:14]2[CH:15]=[CH:16][CH:17]=[CH:18][C:13]=2[CH:12]=[C:11]1[C:19]1[N:23]2[N:24]=[C:25](Cl)[CH:26]=[CH:27][C:22]2=[N:21][CH:20]=1. (3) Given the product [Cl:35][C:32]1[CH:31]=[CH:30][C:29]([C:27]2[O:26][N:25]=[C:24]([CH2:23][O:20][C:16]3[C:13]4[S:14][CH:15]=[C:11]([CH2:10][C:9]([OH:8])=[O:21])[C:12]=4[CH:19]=[CH:18][CH:17]=3)[CH:28]=2)=[CH:34][CH:33]=1, predict the reactants needed to synthesize it. The reactants are: C(=O)([O-])[O-].[Cs+].[Cs+].C[O:8][C:9](=[O:21])[CH2:10][C:11]1[C:12]2[CH:19]=[CH:18][CH:17]=[C:16]([OH:20])[C:13]=2[S:14][CH:15]=1.Cl[CH2:23][C:24]1[CH:28]=[C:27]([C:29]2[CH:34]=[CH:33][C:32]([Cl:35])=[CH:31][CH:30]=2)[O:26][N:25]=1. (4) Given the product [NH2:8][C:9]1[CH:10]=[C:11]([C:15]2[CH:24]=[C:23]3[C:18]([CH2:19][CH2:20][CH:21]([C:25]([O:27][CH3:28])=[O:26])[CH2:22]3)=[CH:17][CH:16]=2)[CH:12]=[CH:13][CH:14]=1.[ClH:29], predict the reactants needed to synthesize it. The reactants are: C(OC([NH:8][C:9]1[CH:10]=[C:11]([C:15]2[CH:24]=[C:23]3[C:18]([CH2:19][CH2:20][CH:21]([C:25]([O:27][CH3:28])=[O:26])[CH2:22]3)=[CH:17][CH:16]=2)[CH:12]=[CH:13][CH:14]=1)=O)(C)(C)C.[ClH:29].O1CCOCC1. (5) Given the product [CH3:57][O:56][CH2:55][CH2:54][N:53]([CH2:52][C:51](=[O:58])[N:50]([CH2:49][CH2:48][O:47][CH3:46])[CH2:59][C:60](=[O:78])[N:61]([CH2:74][CH2:75][O:76][CH3:77])[CH2:62][CH2:63][C:64]([O:66][CH2:67][C:68]1[CH:69]=[CH:70][CH:71]=[CH:72][CH:73]=1)=[O:65])[C:13](=[O:15])[CH2:12][NH:11][C:1](=[O:2])[O:3][CH2:4][C:5]1[CH:6]=[CH:7][CH:8]=[CH:9][CH:10]=1, predict the reactants needed to synthesize it. The reactants are: [C:1]([NH:11][CH2:12][C:13]([OH:15])=O)([O:3][CH2:4][C:5]1[CH:10]=[CH:9][CH:8]=[CH:7][CH:6]=1)=[O:2].CCN=C=NCCCN(C)C.C1C=CC2N(O)N=NC=2C=1.CCN(C(C)C)C(C)C.[CH3:46][O:47][CH2:48][CH2:49][N:50]([CH2:59][C:60](=[O:78])[N:61]([CH2:74][CH2:75][O:76][CH3:77])[CH2:62][CH2:63][C:64]([O:66][CH2:67][C:68]1[CH:73]=[CH:72][CH:71]=[CH:70][CH:69]=1)=[O:65])[C:51](=[O:58])[CH2:52][NH:53][CH2:54][CH2:55][O:56][CH3:57].